From a dataset of Reaction yield outcomes from USPTO patents with 853,638 reactions. Predict the reaction yield, written as a fraction of the theoretical maximum amount of product (1.0 means a 100% yield; for example, 0.34 means a 34% yield). (1) The reactants are [CH3:1][C:2]1[CH:7]=[C:6]([O:8][CH2:9][CH2:10][CH2:11][S:12]([CH3:15])(=[O:14])=[O:13])[CH:5]=[C:4]([CH3:16])[C:3]=1[C:17]1[CH:22]=[CH:21][CH:20]=[C:19]([CH:23]=[O:24])[CH:18]=1.CO.[BH4-].[Na+].Cl. The catalyst is O1CCCC1. The product is [CH3:16][C:4]1[CH:5]=[C:6]([O:8][CH2:9][CH2:10][CH2:11][S:12]([CH3:15])(=[O:14])=[O:13])[CH:7]=[C:2]([CH3:1])[C:3]=1[C:17]1[CH:22]=[CH:21][CH:20]=[C:19]([CH2:23][OH:24])[CH:18]=1. The yield is 0.970. (2) The catalyst is C([O-])(=O)C.[Pd+2].C([O-])(=O)C. The product is [Cl:20][C:5]1[C:6]([NH:8][C:9]2[CH:19]=[CH:18][CH:17]=[CH:16][C:10]=2[C:11]([NH:13][O:14][CH3:15])=[O:12])=[CH:7][C:2]([NH:27][C:25]2[N:24]([CH:28]([CH3:30])[CH3:29])[N:23]=[C:22]([CH3:21])[CH:26]=2)=[N:3][CH:4]=1. The yield is 0.150. The reactants are Cl[C:2]1[CH:7]=[C:6]([NH:8][C:9]2[CH:19]=[CH:18][CH:17]=[CH:16][C:10]=2[C:11]([NH:13][O:14][CH3:15])=[O:12])[C:5]([Cl:20])=[CH:4][N:3]=1.[CH3:21][C:22]1[CH:26]=[C:25]([NH2:27])[N:24]([CH:28]([CH3:30])[CH3:29])[N:23]=1.C(=O)([O-])[O-].[Cs+].[Cs+].C1C=CC(P(C2C(C3C(P(C4C=CC=CC=4)C4C=CC=CC=4)=CC=C4C=3C=CC=C4)=C3C(C=CC=C3)=CC=2)C2C=CC=CC=2)=CC=1. (3) The reactants are [CH:1]1(B(O)O)[CH2:3][CH2:2]1.[Br:7][C:8]1[CH:9]=[C:10]2[CH:16]=[CH:15][NH:14][C:11]2=[N:12][CH:13]=1.C([O-])([O-])=O.[Na+].[Na+].N1C=CC=CC=1C1C=CC=CN=1. The catalyst is ClC(Cl)C.C([O-])(=O)C.[Cu+2].C([O-])(=O)C. The product is [Br:7][C:8]1[CH:9]=[C:10]2[CH:16]=[CH:15][N:14]([CH:1]3[CH2:3][CH2:2]3)[C:11]2=[N:12][CH:13]=1. The yield is 0.313. (4) The reactants are [Cl:1][C:2]1[CH:3]=[CH:4][C:5]([C:28]([F:31])([F:30])[F:29])=[C:6]([CH:27]=1)[CH2:7][N:8]1[CH2:13][CH2:12][NH:11][C:10]2[N:14]=[CH:15][C:16]([C:18]3[CH:26]=[CH:25][C:21]([C:22](O)=[O:23])=[CH:20][CH:19]=3)=[CH:17][C:9]1=2.[S:32]1[CH:36]=[CH:35][N:34]=[C:33]1[N:37]1[CH2:42][CH2:41][NH:40][CH2:39][CH2:38]1. No catalyst specified. The product is [Cl:1][C:2]1[CH:3]=[CH:4][C:5]([C:28]([F:30])([F:29])[F:31])=[C:6]([CH:27]=1)[CH2:7][N:8]1[CH2:13][CH2:12][NH:11][C:10]2[N:14]=[CH:15][C:16]([C:18]3[CH:26]=[CH:25][C:21]([C:22]([N:40]4[CH2:41][CH2:42][N:37]([C:33]5[S:32][CH:36]=[CH:35][N:34]=5)[CH2:38][CH2:39]4)=[O:23])=[CH:20][CH:19]=3)=[CH:17][C:9]1=2. The yield is 0.610. (5) The reactants are C1([C@H]([NH:9][C@@H:10]2[CH2:15][CH2:14][N:13]([C:16]([O:18][C:19]([CH3:22])([CH3:21])[CH3:20])=[O:17])[CH2:12][C@H:11]2[C:23]([O:25][CH2:26][CH3:27])=[O:24])C)C=CC=CC=1.C([O-])=O.[NH4+]. The catalyst is CO.[Pd]. The product is [NH2:9][C@@H:10]1[CH2:15][CH2:14][N:13]([C:16]([O:18][C:19]([CH3:20])([CH3:21])[CH3:22])=[O:17])[CH2:12][C@H:11]1[C:23]([O:25][CH2:26][CH3:27])=[O:24]. The yield is 0.960. (6) The reactants are [Br:1][C:2]1[CH:7]=[C:6]([NH2:8])[CH:5]=[C:4]([C:9]([F:12])([F:11])[F:10])[C:3]=1[NH2:13].Br[CH2:15][CH2:16][O:17][CH2:18][CH2:19]Br.C(N(CC)C(C)C)(C)C.C(=O)(O)[O-]. The catalyst is CN(C)C=O. The product is [Br:1][C:2]1[CH:7]=[C:6]([N:8]2[CH2:19][CH2:18][O:17][CH2:16][CH2:15]2)[CH:5]=[C:4]([C:9]([F:12])([F:11])[F:10])[C:3]=1[NH2:13]. The yield is 0.630.